This data is from Peptide-MHC class I binding affinity with 185,985 pairs from IEDB/IMGT. The task is: Regression. Given a peptide amino acid sequence and an MHC pseudo amino acid sequence, predict their binding affinity value. This is MHC class I binding data. (1) The peptide sequence is RIEQLYPFA. The MHC is HLA-B51:01 with pseudo-sequence HLA-B51:01. The binding affinity (normalized) is 0.0847. (2) The peptide sequence is VSCDFNNGI. The MHC is HLA-A24:02 with pseudo-sequence HLA-A24:02. The binding affinity (normalized) is 0. (3) The binding affinity (normalized) is 0.213. The peptide sequence is GQTVEMSPF. The MHC is HLA-B44:02 with pseudo-sequence HLA-B44:02.